From a dataset of Experimentally validated miRNA-target interactions with 360,000+ pairs, plus equal number of negative samples. Binary Classification. Given a miRNA mature sequence and a target amino acid sequence, predict their likelihood of interaction. The miRNA is hsa-miR-6789-3p with sequence CGGCGCCCGUGUCUCCUCCAG. The protein sequence of the target gene is MSNFSEERATMIAAGDLQEFVPFGRDHCKHHPNALNLQLRQLQPASELWSSDGAAGLVGSLQEVTIHEKQKESWQLRKGVSEIGDAADYDEELYVAGNMVIWSKGSKSQALAVYKAFTVDSTVQQALWCDFIISQDKSEKIYKSHELEKCICILQSSCMNMHSIDGKDYIASLPFQVANVWATKYGLLFERCSSSHEVPPSLPREPLPTMFSMLHPLDEITPLVCKSGSLFGSSRVQYVVDPAVKIVFLNIDPSIVMTYDAVQNVHSVWTLRRVKPEEENAVLKFPEQAGTLQNATTSSS.... Result: 0 (no interaction).